From a dataset of Full USPTO retrosynthesis dataset with 1.9M reactions from patents (1976-2016). Predict the reactants needed to synthesize the given product. (1) Given the product [Cl:19][C:7]1[C:6]2[CH:1]=[CH:2][CH:3]=[CH:4][C:5]=2[S:11][C:10]2[CH:12]=[CH:13][CH:14]=[CH:15][C:9]=2[N:8]=1, predict the reactants needed to synthesize it. The reactants are: [CH:1]1[C:6]2[C:7](=O)[NH:8][C:9]3[CH:15]=[CH:14][CH:13]=[CH:12][C:10]=3[S:11][C:5]=2[CH:4]=[CH:3][CH:2]=1.O=P(Cl)(Cl)[Cl:19]. (2) Given the product [NH4+:1].[OH-:9].[ClH:54].[ClH:54].[O:27]1[C:36]2[CH:35]=[C:34]([CH2:37][NH:1][CH2:2][C@@H:3]3[C@H:8]([OH:9])[CH2:7][CH2:6][N:5]([CH2:10][CH2:11][N:12]4[C:17](=[O:18])[CH:16]=[N:15][C:14]5[CH:19]=[CH:20][C:21]([O:23][CH3:24])=[N:22][C:13]4=5)[CH2:4]3)[N:33]=[CH:32][C:31]=2[O:30][CH2:29][CH2:28]1, predict the reactants needed to synthesize it. The reactants are: [NH2:1][CH2:2][C@@H:3]1[C@H:8]([OH:9])[CH2:7][CH2:6][N:5]([CH2:10][CH2:11][N:12]2[C:17](=[O:18])[CH:16]=[N:15][C:14]3[CH:19]=[CH:20][C:21]([O:23][CH3:24])=[N:22][C:13]2=3)[CH2:4]1.CO.[O:27]1[C:36]2[CH:35]=[C:34]([CH:37]=O)[N:33]=[CH:32][C:31]=2[O:30][CH2:29][CH2:28]1.C(O[BH-](OC(=O)C)OC(=O)C)(=O)C.[Na+].C(Cl)[Cl:54].